This data is from Buchwald-Hartwig C-N cross coupling reaction yields with 55,370 reactions. The task is: Predict the reaction yield, written as a fraction of the theoretical maximum amount of product (1.0 means a 100% yield; for example, 0.34 means a 34% yield). The reactants are COc1ccc(I)cc1.Cc1ccc(N)cc1.O=S(=O)(O[Pd]1c2ccccc2-c2ccccc2N~1)C(F)(F)F.CC(C)c1cc(C(C)C)c(-c2ccccc2P(C2CCCCC2)C2CCCCC2)c(C(C)C)c1.CN(C)C(=NC(C)(C)C)N(C)C.c1ccc2oncc2c1. No catalyst specified. The product is COc1ccc(Nc2ccc(C)cc2)cc1. The yield is 0.0213.